This data is from Full USPTO retrosynthesis dataset with 1.9M reactions from patents (1976-2016). The task is: Predict the reactants needed to synthesize the given product. (1) Given the product [Si:9]([O:16][C@@H:17]([CH2:21][O:22][CH3:23])[C:18]([NH:36][C:34]1[S:33][N:32]=[C:31]([CH3:30])[N:35]=1)=[O:20])([C:12]([CH3:13])([CH3:14])[CH3:15])([CH3:10])[CH3:11], predict the reactants needed to synthesize it. The reactants are: ClC(N(C)C)=C(C)C.[Si:9]([O:16][C@@H:17]([CH2:21][O:22][CH3:23])[C:18]([OH:20])=O)([C:12]([CH3:15])([CH3:14])[CH3:13])([CH3:11])[CH3:10].N1C=CC=CC=1.[CH3:30][C:31]1[N:35]=[C:34]([NH2:36])[S:33][N:32]=1.C(O)(=O)CC(CC(O)=O)(C(O)=O)O. (2) Given the product [Cl:23][C:21]1[CH:20]=[CH:19][C:18]([OH:24])=[C:17]([C:15]2[O:14][N:13]=[C:12]([CH2:11][CH2:10][CH2:9][CH2:8][C:7]([OH:25])=[O:6])[CH:16]=2)[CH:22]=1, predict the reactants needed to synthesize it. The reactants are: O[Li].O.C([O:6][C:7](=[O:25])[CH2:8][CH2:9][CH2:10][CH2:11][C:12]1[CH:16]=[C:15]([C:17]2[CH:22]=[C:21]([Cl:23])[CH:20]=[CH:19][C:18]=2[OH:24])[O:14][N:13]=1)C.Cl.